Dataset: Full USPTO retrosynthesis dataset with 1.9M reactions from patents (1976-2016). Task: Predict the reactants needed to synthesize the given product. (1) Given the product [Cl:2][C:3]1[CH:4]=[C:5]([C@@H:9]([OH:33])[CH2:10][NH:11][CH2:12][CH2:13][C:14]2[CH:15]=[CH:16][C:17]([S:20]([C:23]3[CH:31]=[CH:30][C:26]([C:27]([O-:29])=[O:28])=[C:25]([F:32])[CH:24]=3)(=[O:21])=[O:22])=[CH:18][CH:19]=2)[CH:6]=[CH:7][CH:8]=1.[Na+:35], predict the reactants needed to synthesize it. The reactants are: Cl.[Cl:2][C:3]1[CH:4]=[C:5]([C@@H:9]([OH:33])[CH2:10][NH:11][CH2:12][CH2:13][C:14]2[CH:19]=[CH:18][C:17]([S:20]([C:23]3[CH:31]=[CH:30][C:26]([C:27]([OH:29])=[O:28])=[C:25]([F:32])[CH:24]=3)(=[O:22])=[O:21])=[CH:16][CH:15]=2)[CH:6]=[CH:7][CH:8]=1.[OH-].[Na+:35]. (2) Given the product [CH3:29][N:26]1[CH2:27][CH2:28][N:23]([CH2:22][CH2:21][CH2:20][NH:19][C:14]([C:13]2[CH:8]([C:4]3[CH:5]=[CH:6][CH:7]=[C:2]([Cl:1])[CH:3]=3)[NH:9][C:10](=[O:18])[NH:11][C:12]=2[CH3:17])=[O:16])[CH2:24][CH2:25]1, predict the reactants needed to synthesize it. The reactants are: [Cl:1][C:2]1[CH:3]=[C:4]([CH:8]2[C:13]([C:14]([OH:16])=O)=[C:12]([CH3:17])[NH:11][C:10](=[O:18])[NH:9]2)[CH:5]=[CH:6][CH:7]=1.[NH2:19][CH2:20][CH2:21][CH2:22][N:23]1[CH2:28][CH2:27][N:26]([CH3:29])[CH2:25][CH2:24]1.CCN=C=NCCCN(C)C.Cl. (3) Given the product [CH:29]([N:1]1[CH2:6][CH2:5][CH2:4][CH:3]([O:7][C:8]2[CH:27]=[CH:26][C:11]3[C:12]4[N:16]([CH:15]=[C:14]([C:20]5[CH:25]=[CH:24][CH:23]=[CH:22][N:21]=5)[N:13]=4)[CH2:17][CH2:18][O:19][C:10]=3[CH:9]=2)[CH2:2]1)([CH3:31])[CH3:28], predict the reactants needed to synthesize it. The reactants are: [NH:1]1[CH2:6][CH2:5][CH2:4][CH:3]([O:7][C:8]2[CH:27]=[CH:26][C:11]3[C:12]4[N:16]([CH2:17][CH2:18][O:19][C:10]=3[CH:9]=2)[CH:15]=[C:14]([C:20]2[CH:25]=[CH:24][CH:23]=[CH:22][N:21]=2)[N:13]=4)[CH2:2]1.[CH3:28][C:29]([CH3:31])=O.C(O[BH-](OC(=O)C)OC(=O)C)(=O)C.[Na+].C([O-])(O)=O.[Na+]. (4) Given the product [CH:1]1([S:11]([C:12]2[CH:13]=[C:14]([N:18]3[C:27](=[O:28])[C:26]4[C:21](=[CH:22][CH:23]=[CH:24][CH:25]=4)[NH:20][C:19]3=[O:29])[CH:15]=[CH:16][CH:17]=2)(=[O:38])=[O:41])[C:10]2[C:5](=[CH:6][CH:7]=[CH:8][CH:9]=2)[CH2:4][CH2:3][CH2:2]1, predict the reactants needed to synthesize it. The reactants are: [CH:1]1([S:11][C:12]2[CH:13]=[C:14]([N:18]3[C:27](=[O:28])[C:26]4[C:21](=[CH:22][CH:23]=[CH:24][CH:25]=4)[NH:20][C:19]3=[O:29])[CH:15]=[CH:16][CH:17]=2)[C:10]2[C:5](=[CH:6][CH:7]=[CH:8][CH:9]=2)[CH2:4][CH2:3][CH2:2]1.ClC1C=CC=C(C(OO)=[O:38])C=1.[OH2:41]. (5) Given the product [F:24][CH2:25][CH2:26][N:9]1[C:10]2[C:6](=[CH:5][C:4]([N+:1]([O-:3])=[O:2])=[CH:12][CH:11]=2)[CH:7]=[C:8]1[C:13]([O:15][CH2:16][CH3:17])=[O:14], predict the reactants needed to synthesize it. The reactants are: [N+:1]([C:4]1[CH:5]=[C:6]2[C:10](=[CH:11][CH:12]=1)[NH:9][C:8]([C:13]([O:15][CH2:16][CH3:17])=[O:14])=[CH:7]2)([O-:3])=[O:2].C(=O)([O-])[O-].[K+].[K+].[F:24][CH2:25][CH2:26]I.[Cl-].[NH4+]. (6) Given the product [Cl:1][C:2]1[C:3]([S:22]([NH:25][C:26]([N:29]([CH:30]([CH3:32])[CH3:31])[CH3:28])=[O:27])(=[O:24])=[O:23])=[CH:4][C:5]([N:9]2[C:14](=[O:15])[CH:13]=[C:12]([C:16]([F:19])([F:17])[F:18])[N:11]([CH3:20])[C:10]2=[O:21])=[C:6]([F:8])[CH:7]=1, predict the reactants needed to synthesize it. The reactants are: [Cl:1][C:2]1[CH:7]=[C:6]([F:8])[C:5]([N:9]2[C:14](=[O:15])[CH:13]=[C:12]([C:16]([F:19])([F:18])[F:17])[N:11]([CH3:20])[C:10]2=[O:21])=[CH:4][C:3]=1[S:22]([N:25]=[C:26]=[O:27])(=[O:24])=[O:23].[CH3:28][NH:29][CH:30]([CH3:32])[CH3:31]. (7) Given the product [Cl:1][C:2]1[N:3]=[C:4]([N:17]2[CH2:18][CH2:19][O:20][CH2:21][CH2:22]2)[C:5]2[O:10][C:9]3[N:11]=[CH:12][C:13]([CH2:15][N:23]4[CH2:28][CH2:27][O:26][CH2:25][CH2:24]4)=[CH:14][C:8]=3[C:6]=2[N:7]=1, predict the reactants needed to synthesize it. The reactants are: [Cl:1][C:2]1[N:3]=[C:4]([N:17]2[CH2:22][CH2:21][O:20][CH2:19][CH2:18]2)[C:5]2[O:10][C:9]3[N:11]=[CH:12][C:13]([CH:15]=O)=[CH:14][C:8]=3[C:6]=2[N:7]=1.[NH:23]1[CH2:28][CH2:27][O:26][CH2:25][CH2:24]1.[BH-](OC(C)=O)(OC(C)=O)OC(C)=O.[Na+].[BH3-]C#N.[Na+]. (8) The reactants are: [CH2:1]([N:4]([C:13]([O:15][C:16]([CH3:19])([CH3:18])[CH3:17])=[O:14])[NH:5][C:6]([O:8][C:9]([CH3:12])([CH3:11])[CH3:10])=[O:7])[C:2]#[CH:3].C(=O)([O-])[O-].[Cs+].[Cs+].[N:26]([C:29]1[CH:34]=[CH:33][C:32]([CH2:35]Br)=[CH:31][CH:30]=1)=[N+:27]=[N-:28]. Given the product [N:26]([C:29]1[CH:34]=[CH:33][C:32]([CH2:35][N:5]([C:6]([O:8][C:9]([CH3:12])([CH3:11])[CH3:10])=[O:7])[N:4]([CH2:1][C:2]#[CH:3])[C:13]([O:15][C:16]([CH3:17])([CH3:18])[CH3:19])=[O:14])=[CH:31][CH:30]=1)=[N+:27]=[N-:28], predict the reactants needed to synthesize it. (9) Given the product [Cl:1][C:2]1[CH:7]=[C:6]([CH:5]=[CH:4][C:3]=1[NH:9][C:10]([NH:12][CH:13]1[CH2:14][CH2:15]1)=[O:11])[O:8][C:22]1[C:21]2[C:26](=[CH:27][C:18]([O:17][CH3:16])=[C:19]([C:29]([NH2:31])=[O:30])[CH:20]=2)[N:25]=[CH:24][CH:23]=1, predict the reactants needed to synthesize it. The reactants are: [Cl:1][C:2]1[CH:7]=[C:6]([OH:8])[CH:5]=[CH:4][C:3]=1[NH:9][C:10]([NH:12][CH:13]1[CH2:15][CH2:14]1)=[O:11].[CH3:16][O:17][C:18]1[CH:27]=[C:26]2[C:21]([C:22](Cl)=[CH:23][CH:24]=[N:25]2)=[CH:20][C:19]=1[C:29]([NH2:31])=[O:30].CC(C)([O-])C.[K+].CS(C)=O.